Dataset: Full USPTO retrosynthesis dataset with 1.9M reactions from patents (1976-2016). Task: Predict the reactants needed to synthesize the given product. (1) Given the product [NH2:1][C:2]1[CH:3]=[C:4]([CH:8]=[C:9]([NH2:11])[CH:10]=1)[C:5]([O:7][CH3:16])=[O:6], predict the reactants needed to synthesize it. The reactants are: [NH2:1][C:2]1[CH:3]=[C:4]([CH:8]=[C:9]([NH2:11])[CH:10]=1)[C:5]([OH:7])=[O:6].S(Cl)(Cl)=O.[CH3:16]O. (2) Given the product [Cl:1][C:2]1[CH:7]=[CH:6][C:5]([N+:19]([O-:21])=[O:20])=[C:4]([C:8](=[O:13])[C:9]([CH3:10])([CH3:12])[CH3:11])[CH:3]=1, predict the reactants needed to synthesize it. The reactants are: [Cl:1][C:2]1[CH:3]=[C:4]([C:8](=[O:13])[C:9]([CH3:12])([CH3:11])[CH3:10])[CH:5]=[CH:6][CH:7]=1.OS(O)(=O)=O.[N+:19]([O-])([OH:21])=[O:20]. (3) Given the product [C:30]([NH:1][C:2]1[CH:3]=[C:4]([C:8]2[CH:16]=[CH:15][C:11]([C:12]([NH2:14])=[O:13])=[C:10]([C:17]3[CH:22]=[CH:21][C:20]([O:23][C:24]4[CH:29]=[CH:28][CH:27]=[CH:26][CH:25]=4)=[CH:19][CH:18]=3)[N:9]=2)[CH:5]=[CH:6][CH:7]=1)(=[O:33])[CH:31]=[CH2:32], predict the reactants needed to synthesize it. The reactants are: [NH2:1][C:2]1[CH:3]=[C:4]([C:8]2[CH:16]=[CH:15][C:11]([C:12]([NH2:14])=[O:13])=[C:10]([C:17]3[CH:22]=[CH:21][C:20]([O:23][C:24]4[CH:29]=[CH:28][CH:27]=[CH:26][CH:25]=4)=[CH:19][CH:18]=3)[N:9]=2)[CH:5]=[CH:6][CH:7]=1.[C:30](Cl)(=[O:33])[CH:31]=[CH2:32].